Task: Predict which catalyst facilitates the given reaction.. Dataset: Catalyst prediction with 721,799 reactions and 888 catalyst types from USPTO (1) Reactant: [N-:1]=[N+:2]=[N-:3].[Na+].[CH:5]([C:7]1[S:11][CH:10]=[C:9]([C:12]#[N:13])[CH:8]=1)=[O:6].O.Cl. Product: [NH:1]1[C:12]([C:9]2[CH:8]=[C:7]([CH:5]=[O:6])[S:11][CH:10]=2)=[N:13][N:3]=[N:2]1. The catalyst class is: 3. (2) Reactant: [CH3:1][O:2][N:3]=[C:4]([C:9]1[CH:14]=[CH:13][C:12]([O:15][CH3:16])=[CH:11][CH:10]=1)[CH2:5][C:6]([OH:8])=O.[NH2:17][C:18](=[N:21][C:22](=[O:28])[O:23][C:24]([CH3:27])([CH3:26])[CH3:25])[S:19][CH3:20].CCN=C=NCCCN(C)C.Cl.C(N(CC)CC)C. Product: [CH3:1][O:2][N:3]=[C:4]([C:9]1[CH:14]=[CH:13][C:12]([O:15][CH3:16])=[CH:11][CH:10]=1)[CH2:5][C:6]([NH:17][C:18](=[N:21][C:22](=[O:28])[O:23][C:24]([CH3:26])([CH3:25])[CH3:27])[S:19][CH3:20])=[O:8]. The catalyst class is: 166. (3) Reactant: [F:1][C:2]([F:16])([CH2:14][CH3:15])[CH2:3][O:4][C:5]1[CH:10]=[C:9]([CH3:11])[C:8](Br)=[CH:7][C:6]=1[CH3:13].C1([Si]([NH2:36])(C2C=CC=CC=2)C2C=CC=CC=2)C=CC=CC=1.C1(P(C2CCCCC2)C2C=CC=CC=2C2C=CC=CC=2)CCCCC1.C[Si](C)(C)[N-][Si](C)(C)C.[Li+].Cl.C(=O)([O-])O.[Na+]. Product: [F:1][C:2]([F:16])([CH2:14][CH3:15])[CH2:3][O:4][C:5]1[CH:10]=[C:9]([CH3:11])[C:8]([NH2:36])=[CH:7][C:6]=1[CH3:13]. The catalyst class is: 101.